Dataset: Full USPTO retrosynthesis dataset with 1.9M reactions from patents (1976-2016). Task: Predict the reactants needed to synthesize the given product. (1) Given the product [C:1]([NH:24][CH2:25][C:26]([OH:28])=[O:27])(=[O:23])[CH2:2][CH2:3]/[CH:4]=[CH:5]\[CH2:6]/[CH:7]=[CH:8]\[CH2:9]/[CH:10]=[CH:11]\[CH2:12]/[CH:13]=[CH:14]\[CH2:15]/[CH:16]=[CH:17]\[CH2:18]/[CH:19]=[CH:20]\[CH2:21][CH3:22], predict the reactants needed to synthesize it. The reactants are: [C:1]([NH:24][CH2:25][C:26]([O:28]C)=[O:27])(=[O:23])[CH2:2][CH2:3]/[CH:4]=[CH:5]\[CH2:6]/[CH:7]=[CH:8]\[CH2:9]/[CH:10]=[CH:11]\[CH2:12]/[CH:13]=[CH:14]\[CH2:15]/[CH:16]=[CH:17]\[CH2:18]/[CH:19]=[CH:20]\[CH2:21][CH3:22].[OH-].[Na+].Cl. (2) Given the product [CH:1]1([C:4]2[N:13]=[C:12]([N:14]3[CH2:19][CH2:18][N:17]([C:20]4[CH:25]=[CH:24][C:23]([N:40]([CH3:41])[CH3:37])=[CH:22][C:21]=4[O:27][CH3:28])[CH2:16][CH2:15]3)[C:11]3[C:6](=[CH:7][C:8]([O:31][CH3:32])=[C:9]([O:29][CH3:30])[CH:10]=3)[N:5]=2)[CH2:3][CH2:2]1, predict the reactants needed to synthesize it. The reactants are: [CH:1]1([C:4]2[N:13]=[C:12]([N:14]3[CH2:19][CH2:18][N:17]([C:20]4[CH:25]=[CH:24][C:23](F)=[CH:22][C:21]=4[O:27][CH3:28])[CH2:16][CH2:15]3)[C:11]3[C:6](=[CH:7][C:8]([O:31][CH3:32])=[C:9]([O:29][CH3:30])[CH:10]=3)[N:5]=2)[CH2:3][CH2:2]1.FC1C=C[C:37]([N:40]2CCNC[CH2:41]2)=C(OC)C=1.COC1C=C(N(C)C)C=CC=1N1CCNCC1. (3) Given the product [CH:1]1([C:7]2[C:8]3[CH:20]=[C:19]([C:21]([OH:23])=[O:22])[S:18][C:9]=3[N:10]([CH2:29][C:30]([N:32]([CH3:34])[CH3:33])=[O:31])[C:11]=2[C:12]2[CH:13]=[CH:14][CH:15]=[CH:16][CH:17]=2)[CH2:2][CH2:3][CH2:4][CH2:5][CH2:6]1, predict the reactants needed to synthesize it. The reactants are: [CH:1]1([C:7]2[C:8]3[CH:20]=[C:19]([C:21]([O:23]CC)=[O:22])[S:18][C:9]=3[NH:10][C:11]=2[C:12]2[CH:17]=[CH:16][CH:15]=[CH:14][CH:13]=2)[CH2:6][CH2:5][CH2:4][CH2:3][CH2:2]1.[H-].[Na+].Cl[CH2:29][C:30]([N:32]([CH3:34])[CH3:33])=[O:31].[OH-].[Na+].